This data is from Catalyst prediction with 721,799 reactions and 888 catalyst types from USPTO. The task is: Predict which catalyst facilitates the given reaction. (1) Reactant: [C:1]([C:5]1[CH:23]=[CH:22][C:8]([CH2:9][O:10][C:11]2[CH:20]=[CH:19][C:18]([F:21])=[CH:17][C:12]=2[C:13]([O:15]C)=[O:14])=[CH:7][CH:6]=1)([CH3:4])([CH3:3])[CH3:2].[OH-].[Na+]. Product: [C:1]([C:5]1[CH:23]=[CH:22][C:8]([CH2:9][O:10][C:11]2[CH:20]=[CH:19][C:18]([F:21])=[CH:17][C:12]=2[C:13]([OH:15])=[O:14])=[CH:7][CH:6]=1)([CH3:4])([CH3:2])[CH3:3]. The catalyst class is: 5. (2) Reactant: [CH3:1][C:2]1[CH:3]=[CH:4][C:5]2[O:10][CH:9]([C:11]3[CH:16]=[CH:15][CH:14]=[CH:13][CH:12]=3)[C:8](=O)[NH:7][C:6]=2[CH:18]=1.[H-].[Al+3].[Li+].[H-].[H-].[H-].[OH-].[Na+].S([O-])([O-])(=O)=O.[Mg+2]. Product: [CH3:1][C:2]1[CH:3]=[CH:4][C:5]2[O:10][CH:9]([C:11]3[CH:16]=[CH:15][CH:14]=[CH:13][CH:12]=3)[CH2:8][NH:7][C:6]=2[CH:18]=1. The catalyst class is: 30. (3) Reactant: [Br:1][C:2]1[CH:3]=[N:4][C:5]([O:11][CH3:12])=[C:6]([CH:10]=1)[C:7]([NH2:9])=[O:8].F[B-](F)(F)F.[CH3:18][O+](C)C. Product: [Br:1][C:2]1[CH:3]=[N:4][C:5]([O:11][CH3:12])=[C:6]([CH:10]=1)[C:7](=[NH:9])[O:8][CH3:18]. The catalyst class is: 4.